The task is: Predict the product of the given reaction.. This data is from Forward reaction prediction with 1.9M reactions from USPTO patents (1976-2016). (1) Given the reactants [CH2:1]([N:8]1[C:12](=[O:13])[CH2:11][S:10][C:9]1=[S:14])[C:2]1[CH:7]=[CH:6][CH:5]=[CH:4][CH:3]=1.[CH:15](=O)[C:16]1[CH:21]=[CH:20][CH:19]=[CH:18][CH:17]=1, predict the reaction product. The product is: [CH2:1]([N:8]1[C:12](=[O:13])[C:11](=[CH:15][C:16]2[CH:21]=[CH:20][CH:19]=[CH:18][CH:17]=2)[S:10][C:9]1=[S:14])[C:2]1[CH:3]=[CH:4][CH:5]=[CH:6][CH:7]=1. (2) Given the reactants CC1C=CC=C(C)C=1O.C[C:11]1[C:25](=[O:26])[C:24](C)=[CH:23][C:13](=[C:14]2[CH:20]=[C:19](C)[C:17](=[O:18])[C:16](C)=[CH:15]2)[CH:12]=1, predict the reaction product. The product is: [CH:23]1[C:13](=[C:14]2[CH:20]=[CH:19][C:17](=[O:18])[CH:16]=[CH:15]2)[CH:12]=[CH:11][C:25](=[O:26])[CH:24]=1. (3) Given the reactants [Cl:1][C:2]1[CH:18]=[CH:17][C:5]2[CH2:6][CH2:7][N:8]([C:11](=[O:16])[C:12]([F:15])([F:14])[F:13])[CH2:9][CH2:10][C:4]=2[C:3]=1OS(C(F)(F)F)(=O)=O.[NH2:27][C@H:28]1[C:36]2[C:31](=[CH:32][CH:33]=[CH:34][CH:35]=2)[CH2:30][CH2:29]1, predict the reaction product. The product is: [Cl:1][C:2]1[CH:18]=[CH:17][C:5]2[CH2:6][CH2:7][N:8]([C:11](=[O:16])[C:12]([F:15])([F:14])[F:13])[CH2:9][CH2:10][C:4]=2[C:3]=1[NH:27][CH:28]1[C:36]2[C:31](=[CH:32][CH:33]=[CH:34][CH:35]=2)[CH2:30][CH2:29]1.